Dataset: Forward reaction prediction with 1.9M reactions from USPTO patents (1976-2016). Task: Predict the product of the given reaction. (1) Given the reactants [NH2:1][CH2:2][C:3]1[CH:4]=[C:5]([CH2:11][CH:12]([O:18][CH:19]([CH3:21])[CH3:20])[C:13]([O:15]CC)=[O:14])[CH:6]=[CH:7][C:8]=1[O:9][CH3:10].[Cl:22][C:23]1[CH:28]=[C:27]([Cl:29])[CH:26]=[CH:25][C:24]=1[S:30](Cl)(=[O:32])=[O:31].N1C=CC=CC=1, predict the reaction product. The product is: [Cl:22][C:23]1[CH:28]=[C:27]([Cl:29])[CH:26]=[CH:25][C:24]=1[S:30]([NH:1][CH2:2][C:3]1[CH:4]=[C:5]([CH2:11][CH:12]([O:18][CH:19]([CH3:20])[CH3:21])[C:13]([OH:15])=[O:14])[CH:6]=[CH:7][C:8]=1[O:9][CH3:10])(=[O:32])=[O:31]. (2) Given the reactants O.Br.[CH2:3]([O:5][C:6]([CH:8]1[CH2:17][CH2:16][C:11]2[N:12]=[C:13]([NH2:15])[S:14][C:10]=2[CH2:9]1)=[O:7])[CH3:4], predict the reaction product. The product is: [CH2:3]([O:5][C:6]([CH:8]1[CH2:17][CH2:16][C:11]2[N:12]=[C:13]([NH2:15])[S:14][C:10]=2[CH2:9]1)=[O:7])[CH3:4]. (3) Given the reactants [CH:1]([C:3]1[N:4]=[C:5]([C:19]2[CH:24]=[CH:23][CH:22]=[CH:21][CH:20]=2)[N:6]([CH:8]([C:13]2[CH:18]=[CH:17][CH:16]=[CH:15][CH:14]=2)[C:9]([O:11][CH3:12])=[O:10])[CH:7]=1)=O.CO.[CH3:27][NH2:28].[BH4-].[Na+].[ClH:31].C(=O)([O-])O.[Na+], predict the reaction product. The product is: [ClH:31].[ClH:31].[CH3:12][O:11][C:9](=[O:10])[CH:8]([N:6]1[CH:7]=[C:3]([CH2:1][NH:28][CH3:27])[N:4]=[C:5]1[C:19]1[CH:20]=[CH:21][CH:22]=[CH:23][CH:24]=1)[C:13]1[CH:18]=[CH:17][CH:16]=[CH:15][CH:14]=1. (4) Given the reactants [CH3:1][O:2][C:3]1[CH:4]=[C:5]2[C:9](=[CH:10][C:11]=1[O:12][CH3:13])[C:8](=[O:14])[C:7](=[CH:15][C:16]1[CH:21]=[CH:20][N:19]=[CH:18][CH:17]=1)[CH2:6]2.Cl(O)(=O)(=O)=O, predict the reaction product. The product is: [CH3:1][O:2][C:3]1[CH:4]=[C:5]2[C:9](=[CH:10][C:11]=1[O:12][CH3:13])[C:8](=[O:14])[CH:7]([CH2:15][C:16]1[CH:21]=[CH:20][N:19]=[CH:18][CH:17]=1)[CH2:6]2. (5) The product is: [F:20][C:18]1[CH:17]=[C:16]([N:21]2[CH2:25][CH2:24][CH2:23][CH:22]2[C:26]2[CH:27]=[C:28]([C:43]([N:54]3[CH2:59][CH2:58][O:57][CH2:56][CH2:55]3)=[O:45])[CH:29]=[C:30]3[C:35]=2[O:34][C:33]([N:36]2[CH2:37][CH2:38][O:39][CH2:40][CH2:41]2)=[CH:32][C:31]3=[O:42])[CH:15]=[C:14]([F:13])[CH:19]=1. Given the reactants Cl.C(N=C=NCCCN(C)C)C.[F:13][C:14]1[CH:15]=[C:16]([N:21]2[CH2:25][CH2:24][CH2:23][CH:22]2[C:26]2[CH:27]=[C:28]([C:43]([OH:45])=O)[CH:29]=[C:30]3[C:35]=2[O:34][C:33]([N:36]2[CH2:41][CH2:40][O:39][CH2:38][CH2:37]2)=[CH:32][C:31]3=[O:42])[CH:17]=[C:18]([F:20])[CH:19]=1.OC1C=CC=C[N+]=1[O-].[NH:54]1[CH2:59][CH2:58][O:57][CH2:56][CH2:55]1, predict the reaction product. (6) Given the reactants N1CCCCC1.[CH3:7][O:8][C:9]1[CH:16]=[CH:15][C:12]([CH:13]=O)=[CH:11][C:10]=1[O:17][C:18]#[C:19][CH2:20][CH2:21][CH3:22].C([CH2:26][C:27]([NH:29][C:30]1[CH:38]=[CH:37][CH:36]=[CH:35][C:31]=1[C:32]([OH:34])=[O:33])=[O:28])(O)=O.Cl, predict the reaction product. The product is: [CH3:7][O:8][C:9]1[CH:16]=[CH:15][C:12](/[CH:13]=[CH:26]/[C:27]([NH:29][C:30]2[CH:38]=[CH:37][CH:36]=[CH:35][C:31]=2[C:32]([OH:34])=[O:33])=[O:28])=[CH:11][C:10]=1[O:17][CH2:18][CH2:19][CH2:20][C:21]#[CH:22]. (7) The product is: [Si:1]([O:18][CH2:19][C:20]1[N:21]=[C:22]([C:39]([C:41]2[CH:46]=[N:45][CH:44]=[CH:43][N:42]=2)=[O:40])[C:23]([F:35])=[C:24]([Cl:34])[C:25]=1[N:26]1[CH2:31][C@H:30]([CH3:32])[O:29][C@H:28]([CH3:33])[CH2:27]1)([C:14]([CH3:17])([CH3:15])[CH3:16])([C:8]1[CH:13]=[CH:12][CH:11]=[CH:10][CH:9]=1)[C:2]1[CH:3]=[CH:4][CH:5]=[CH:6][CH:7]=1. Given the reactants [Si:1]([O:18][CH2:19][C:20]1[C:25]([N:26]2[CH2:31][C@H:30]([CH3:32])[O:29][C@H:28]([CH3:33])[CH2:27]2)=[C:24]([Cl:34])[C:23]([F:35])=[CH:22][N:21]=1)([C:14]([CH3:17])([CH3:16])[CH3:15])([C:8]1[CH:13]=[CH:12][CH:11]=[CH:10][CH:9]=1)[C:2]1[CH:7]=[CH:6][CH:5]=[CH:4][CH:3]=1.CON(C)[C:39]([C:41]1[CH:46]=[N:45][CH:44]=[CH:43][N:42]=1)=[O:40], predict the reaction product. (8) Given the reactants [F:1][C:2]1[CH:7]=[CH:6][C:5]([N:8]2[CH:13]=[CH:12][C:11]3=[N:14][C:15]([CH2:17][O:18][C:19]4[CH:24]=[CH:23][CH:22]=[CH:21][CH:20]=4)=[CH:16][N:10]3[C:9]2=[O:25])=[CH:4][CH:3]=1, predict the reaction product. The product is: [F:1][C:2]1[CH:7]=[CH:6][C:5]([N:8]2[CH2:13][CH2:12][C:11]3=[N:14][C:15]([CH2:17][O:18][C:19]4[CH:20]=[CH:21][CH:22]=[CH:23][CH:24]=4)=[CH:16][N:10]3[C:9]2=[O:25])=[CH:4][CH:3]=1. (9) Given the reactants [OH:1][C:2]1[CH:10]=[CH:9][C:8]([C:11]2[N:12]([C:27]([O:29][C:30]([CH3:33])([CH3:32])[CH3:31])=[O:28])[C:13]3[C:18]([CH:19]=2)=[CH:17][C:16]([CH2:20][N:21]2[CH2:26][CH2:25][CH2:24][CH2:23][CH2:22]2)=[CH:15][CH:14]=3)=[C:7]2[C:3]=1[CH2:4][NH:5][C:6]2=[O:34].C(N(CC)CC)C.[CH3:42][O:43][C:44]1[CH:49]=[CH:48][C:47]([S:50](Cl)(=[O:52])=[O:51])=[CH:46][CH:45]=1, predict the reaction product. The product is: [CH3:42][O:43][C:44]1[CH:45]=[CH:46][C:47]([S:50]([O:1][C:2]2[CH:10]=[CH:9][C:8]([C:11]3[N:12]([C:27]([O:29][C:30]([CH3:31])([CH3:33])[CH3:32])=[O:28])[C:13]4[C:18]([CH:19]=3)=[CH:17][C:16]([CH2:20][N:21]3[CH2:26][CH2:25][CH2:24][CH2:23][CH2:22]3)=[CH:15][CH:14]=4)=[C:7]3[C:3]=2[CH2:4][NH:5][C:6]3=[O:34])(=[O:52])=[O:51])=[CH:48][CH:49]=1. (10) Given the reactants C[O:2][C:3]([C:5]1[CH:6]=[C:7]([N:25]2[CH2:30][CH2:29][CH2:28][CH:27]([NH:31][C:32]([O:34][C:35]([CH3:38])([CH3:37])[CH3:36])=[O:33])[CH2:26]2)[CH:8]=[N:9][C:10]=1[O:11][C:12]1[CH:17]=[CH:16][C:15]([O:18][C:19]2[CH:24]=[CH:23][CH:22]=[CH:21][CH:20]=2)=[CH:14][CH:13]=1)=O.[NH3:39], predict the reaction product. The product is: [C:3]([C:5]1[CH:6]=[C:7]([N:25]2[CH2:30][CH2:29][CH2:28][CH:27]([NH:31][C:32](=[O:33])[O:34][C:35]([CH3:36])([CH3:37])[CH3:38])[CH2:26]2)[CH:8]=[N:9][C:10]=1[O:11][C:12]1[CH:13]=[CH:14][C:15]([O:18][C:19]2[CH:24]=[CH:23][CH:22]=[CH:21][CH:20]=2)=[CH:16][CH:17]=1)(=[O:2])[NH2:39].